From a dataset of Forward reaction prediction with 1.9M reactions from USPTO patents (1976-2016). Predict the product of the given reaction. (1) Given the reactants [Cl:1][C:2]1[CH:29]=[CH:28][C:5]([O:6][C:7]2[CH:12]=[CH:11][C:10](/[C:13](/[C:16]3[CH:21]=[C:20]([O:22][CH3:23])[CH:19]=[CH:18][C:17]=3F)=[N:14]/[OH:15])=[C:9]([CH2:25][CH2:26][CH3:27])[CH:8]=2)=[CH:4][CH:3]=1.C(=O)([O-])[O-].[Cs+].[Cs+], predict the reaction product. The product is: [Cl:1][C:2]1[CH:29]=[CH:28][C:5]([O:6][C:7]2[CH:12]=[CH:11][C:10]([C:13]3[C:16]4[CH:21]=[C:20]([O:22][CH3:23])[CH:19]=[CH:18][C:17]=4[O:15][N:14]=3)=[C:9]([CH2:25][CH2:26][CH3:27])[CH:8]=2)=[CH:4][CH:3]=1. (2) Given the reactants [CH2:1]([O:3][C:4]([C:6]1[C:11]([CH3:12])=[CH:10][CH:9]=[C:8](Cl)[N:7]=1)=[O:5])[CH3:2].ClC(Cl)C(O)=[O:17].C([O-])(O)=O.[Na+], predict the reaction product. The product is: [CH2:1]([O:3][C:4]([C:6]1[NH:7][C:8](=[O:17])[CH:9]=[CH:10][C:11]=1[CH3:12])=[O:5])[CH3:2].